From a dataset of Full USPTO retrosynthesis dataset with 1.9M reactions from patents (1976-2016). Predict the reactants needed to synthesize the given product. (1) Given the product [OH:6][C:7]1[N:2]([CH3:1])[N:3]=[C:9]([C:11]2[CH:16]=[CH:15][C:14]([O:17][CH:18]([CH3:20])[CH3:19])=[C:13]([CH3:21])[CH:12]=2)[CH:8]=1, predict the reactants needed to synthesize it. The reactants are: [CH3:1][NH:2][NH2:3].C([O:6][C:7](=O)[CH2:8][C:9]([C:11]1[CH:16]=[CH:15][C:14]([O:17][CH:18]([CH3:20])[CH3:19])=[C:13]([CH3:21])[CH:12]=1)=O)C. (2) Given the product [CH:1]([C:4]1[C:8]([C:9]([O:11][CH2:12][CH3:13])=[O:10])=[CH:7][N:6]([C:15]2[CH:20]=[CH:19][C:18]([C:21]([F:24])([F:23])[F:22])=[CH:17][N:16]=2)[N:5]=1)([CH3:3])[CH3:2], predict the reactants needed to synthesize it. The reactants are: [CH:1]([C:4]1[C:8]([C:9]([O:11][CH2:12][CH3:13])=[O:10])=[CH:7][NH:6][N:5]=1)([CH3:3])[CH3:2].Cl[C:15]1[CH:20]=[CH:19][C:18]([C:21]([F:24])([F:23])[F:22])=[CH:17][N:16]=1.C(=O)([O-])[O-].[K+].[K+].Cl. (3) Given the product [CH3:15][O:14][C:12]([C:6]1[CH:7]=[CH:8][N:9]([CH2:11][C:23]2[CH:28]=[CH:27][CH:26]=[CH:25][CH:24]=2)[C:4](=[O:21])[C:5]=1[C:16]([O:18][CH2:19][CH3:20])=[O:17])=[O:13], predict the reactants needed to synthesize it. The reactants are: C(O[C:4](=[O:21])[C:5]([C:16]([O:18][CH2:19][CH3:20])=[O:17])=[C:6]([C:12]([O:14][CH3:15])=[O:13])[CH:7]=[CH:8][N:9]([CH3:11])C)C.C(N)[C:23]1[CH:28]=[CH:27][CH:26]=[CH:25][CH:24]=1. (4) Given the product [CH3:1][O:2][C:3]1[C:4]([C:9]([O-:11])=[O:10])=[N:5][CH:6]=[CH:7][CH:8]=1.[Na+:14], predict the reactants needed to synthesize it. The reactants are: [CH3:1][O:2][C:3]1[C:4]([C:9]([O:11]C)=[O:10])=[N:5][CH:6]=[CH:7][CH:8]=1.[OH-].[Na+:14]. (5) Given the product [Br:12][C:2]1[CH:7]=[C:6]([C:8]([CH3:11])([CH3:10])[CH3:9])[CH:5]=[CH:4][N:3]=1, predict the reactants needed to synthesize it. The reactants are: N[C:2]1[CH:7]=[C:6]([C:8]([CH3:11])([CH3:10])[CH3:9])[CH:5]=[CH:4][N:3]=1.[BrH:12].BrBr.N([O-])=O.[Na+].[OH-].[Na+]. (6) Given the product [ClH:17].[Cl:19][C:20]1[C:25]([Cl:26])=[CH:24][CH:23]=[CH:22][C:21]=1[N:27]=[C:28]1[N:9]([C@H:7]([CH:1]2[CH2:6][CH2:5][CH2:4][CH2:3][CH2:2]2)[CH3:8])[CH2:10][C:11]([CH3:14])([CH3:13])[S:29]1, predict the reactants needed to synthesize it. The reactants are: [CH:1]1([C@@H:7]([NH:9][CH2:10][C:11]([CH3:14])([CH3:13])O)[CH3:8])[CH2:6][CH2:5][CH2:4][CH2:3][CH2:2]1.O=S(Cl)[Cl:17].[Cl:19][C:20]1[C:25]([Cl:26])=[CH:24][CH:23]=[CH:22][C:21]=1[N:27]=[C:28]=[S:29]. (7) The reactants are: Br[C:2]1[CH:19]=[CH:18][C:5]2[C:6]([CH:15]([CH3:17])[CH3:16])=[N:7][C:8]3[CH:9]=[CH:10][NH:11][C:12](=[O:14])[C:13]=3[C:4]=2[CH:3]=1.[CH3:20][N:21]1[CH:25]=[C:24](B2OC(C)(C)C(C)(C)O2)[CH:23]=[N:22]1.C(=O)([O-])[O-].[Na+].[Na+]. Given the product [CH:15]([C:6]1[C:5]2[CH:18]=[CH:19][C:2]([C:24]3[CH:23]=[N:22][N:21]([CH3:20])[CH:25]=3)=[CH:3][C:4]=2[C:13]2[C:12](=[O:14])[NH:11][CH:10]=[CH:9][C:8]=2[N:7]=1)([CH3:17])[CH3:16], predict the reactants needed to synthesize it. (8) Given the product [CH3:16][O:17][C:9]([C:6]1[CH:5]=[CH:4][C:3]([O:2][CH3:1])=[CH:8][N:7]=1)=[O:10], predict the reactants needed to synthesize it. The reactants are: [CH3:1][O:2][C:3]1[CH:4]=[CH:5][C:6]([CH3:9])=[N:7][CH:8]=1.[O-:10][Mn](=O)(=O)=O.[K+].[C:16]([O-])([O-])=[O:17].[K+].[K+].CI.